From a dataset of Full USPTO retrosynthesis dataset with 1.9M reactions from patents (1976-2016). Predict the reactants needed to synthesize the given product. (1) Given the product [CH3:1][S:2]([C:5]1[CH:10]=[C:9]2[C:8](=[CH:7][CH:6]=1)[NH:11][CH:12]([C:13]1[CH:18]=[CH:17][CH:16]=[C:15]([N+:19]([O-:21])=[O:20])[CH:14]=1)[C:49]([CH3:51])([CH3:50])[CH:48]2[OH:52])(=[O:4])=[O:3], predict the reactants needed to synthesize it. The reactants are: [CH3:1][S:2]([C:5]1[CH:10]=[CH:9][C:8]([N:11]=[CH:12][C:13]2[CH:18]=[CH:17][CH:16]=[C:15]([N+:19]([O-:21])=[O:20])[CH:14]=2)=[CH:7][CH:6]=1)(=[O:4])=[O:3].O.[O-]S(C(F)(F)F)(=O)=O.[Yb+3].[O-]S(C(F)(F)F)(=O)=O.[O-]S(C(F)(F)F)(=O)=O.[CH:48](=[O:52])[CH:49]([CH3:51])[CH3:50].O. (2) Given the product [Cl:22][C:20]1[C:19]2[O:31][CH2:30][CH:25]3[N:24]([CH2:29][CH2:28][O:27][CH2:26]3)[C:18]=2[N:17]=[C:16]([Cl:15])[N:21]=1, predict the reactants needed to synthesize it. The reactants are: CC(OC(/N=N/C(OC(C)C)=O)=O)C.[Cl:15][C:16]1[N:21]=[C:20]([Cl:22])[C:19](O)=[C:18]([N:24]2[CH2:29][CH2:28][O:27][CH2:26][CH:25]2[CH2:30][OH:31])[N:17]=1.C1(P(C2C=CC=CC=2)C2C=CC=CC=2)C=CC=CC=1. (3) Given the product [Cl:1][C:2]1[N:3]([C:18]2[CH:17]=[CH:16][CH:15]=[C:14]([Cl:13])[CH:19]=2)[C:4]2[C:9]([C:10]=1[CH:11]=[O:12])=[CH:8][CH:7]=[CH:6][CH:5]=2, predict the reactants needed to synthesize it. The reactants are: [Cl:1][C:2]1[NH:3][C:4]2[C:9]([C:10]=1[CH:11]=[O:12])=[CH:8][CH:7]=[CH:6][CH:5]=2.[Cl:13][C:14]1[CH:15]=[C:16](B(O)O)[CH:17]=[CH:18][CH:19]=1. (4) Given the product [Cl:88][C:83]1[CH:84]=[CH:85][CH:86]=[CH:87][C:82]=1[O:81][CH:78]1[CH2:77][CH2:76][N:75]([C:73](=[O:74])[CH2:72][NH:71][C:22]([C:19]2[CH:18]=[C:17]([C:12]3[CH:13]=[CH:14][CH:15]=[CH:16][N:11]=3)[NH:21][N:20]=2)=[O:24])[CH2:80][CH2:79]1, predict the reactants needed to synthesize it. The reactants are: CCN(C(C)C)C(C)C.Cl.[N:11]1[CH:16]=[CH:15][CH:14]=[CH:13][C:12]=1[C:17]1[NH:21][N:20]=[C:19]([C:22]([OH:24])=O)[CH:18]=1.C1(C2NN=C(C(O)=O)C=2)C=CC=CC=1.C(C1C=CC=CN=1)(=O)C.C1C=CC2N(O)N=NC=2C=1.CCN=C=NCCCN(C)C.Cl.Cl.[NH2:71][CH2:72][C:73]([N:75]1[CH2:80][CH2:79][CH:78]([O:81][C:82]2[CH:87]=[CH:86][CH:85]=[CH:84][C:83]=2[Cl:88])[CH2:77][CH2:76]1)=[O:74]. (5) The reactants are: [Cl:1][C:2]1[CH:3]=[C:4]([CH:7]=[CH:8][CH:9]=1)[CH:5]=O.C(O[C:13](=[O:17])[CH2:14][C:15]#[N:16])C.[CH:18]1([NH:21][C:22]([NH2:24])=[NH:23])[CH2:20][CH2:19]1.Cl.C(=O)([O-])[O-].[K+].[K+]. Given the product [C:15]([C:14]1[C:13](=[O:17])[NH:24][C:22]([NH:21][CH:18]2[CH2:20][CH2:19]2)=[N:23][C:5]=1[C:4]1[CH:7]=[CH:8][CH:9]=[C:2]([Cl:1])[CH:3]=1)#[N:16], predict the reactants needed to synthesize it.